Dataset: Full USPTO retrosynthesis dataset with 1.9M reactions from patents (1976-2016). Task: Predict the reactants needed to synthesize the given product. (1) Given the product [CH3:5][O:6][CH2:7][CH2:8][O:9][CH2:10][C:11]1[CH:12]=[CH:13][C:14]([C@@:17]2([O:50][CH2:51][CH2:52][NH:53][C:1](=[O:3])[CH3:2])[CH2:22][CH2:21][N:20]([S:23]([C:26]3[CH:27]=[CH:28][C:29]([CH3:32])=[CH:30][CH:31]=3)(=[O:24])=[O:25])[CH2:19][C@@H:18]2[O:33][CH2:34][C:35]2[CH:36]=[CH:37][C:38]3[O:43][CH2:42][CH2:41][N:40]([CH2:44][CH2:45][CH2:46][O:47][CH3:48])[C:39]=3[CH:49]=2)=[CH:15][CH:16]=1, predict the reactants needed to synthesize it. The reactants are: [C:1](Cl)(=[O:3])[CH3:2].[CH3:5][O:6][CH2:7][CH2:8][O:9][CH2:10][C:11]1[CH:16]=[CH:15][C:14]([C@@:17]2([O:50][CH2:51][CH2:52][NH2:53])[CH2:22][CH2:21][N:20]([S:23]([C:26]3[CH:31]=[CH:30][C:29]([CH3:32])=[CH:28][CH:27]=3)(=[O:25])=[O:24])[CH2:19][C@@H:18]2[O:33][CH2:34][C:35]2[CH:36]=[CH:37][C:38]3[O:43][CH2:42][CH2:41][N:40]([CH2:44][CH2:45][CH2:46][O:47][CH3:48])[C:39]=3[CH:49]=2)=[CH:13][CH:12]=1.C(N(CC)CC)C.C([O-])(O)=O.[Na+]. (2) Given the product [C:1]([O:5][C:6](=[O:40])[NH:7][C@@H:8]([CH2:28][NH2:29])[CH2:9][O:10][Si:11]([C:24]([CH3:27])([CH3:26])[CH3:25])([C:18]1[CH:23]=[CH:22][CH:21]=[CH:20][CH:19]=1)[C:12]1[CH:13]=[CH:14][CH:15]=[CH:16][CH:17]=1)([CH3:4])([CH3:2])[CH3:3], predict the reactants needed to synthesize it. The reactants are: [C:1]([O:5][C:6](=[O:40])[NH:7][C@@H:8]([CH2:28][N:29]1C(=O)C2C(=CC=CC=2)C1=O)[CH2:9][O:10][Si:11]([C:24]([CH3:27])([CH3:26])[CH3:25])([C:18]1[CH:23]=[CH:22][CH:21]=[CH:20][CH:19]=1)[C:12]1[CH:17]=[CH:16][CH:15]=[CH:14][CH:13]=1)([CH3:4])([CH3:3])[CH3:2].O.NN.